Dataset: Catalyst prediction with 721,799 reactions and 888 catalyst types from USPTO. Task: Predict which catalyst facilitates the given reaction. (1) Reactant: Cl.[NH2:2][CH2:3][CH:4]([NH:6][C:7](=[O:13])[O:8][C:9]([CH3:12])([CH3:11])[CH3:10])[CH3:5].CC([O-])(C)C.[Na+].C(O)(=O)C.[Br:24][C:25]1[CH:32]=[CH:31][C:28]([CH:29]=O)=[C:27]([F:33])[CH:26]=1.[BH-](OC(C)=O)(OC(C)=O)OC(C)=O.[Na+].C([O-])(O)=O.[Na+].[C:53](Cl)(=[O:62])[O:54][CH2:55][C:56]1[CH:61]=[CH:60][CH:59]=[CH:58][CH:57]=1. Product: [Br:24][C:25]1[CH:32]=[CH:31][C:28]([CH2:29][N:2]([CH2:3][CH:4]([NH:6][C:7]([O:8][C:9]([CH3:12])([CH3:11])[CH3:10])=[O:13])[CH3:5])[C:53](=[O:62])[O:54][CH2:55][C:56]2[CH:61]=[CH:60][CH:59]=[CH:58][CH:57]=2)=[C:27]([F:33])[CH:26]=1. The catalyst class is: 5. (2) Reactant: [NH2:1][C:2]1[CH:7]=[CH:6][C:5]([CH2:8][C:9]#[N:10])=[CH:4][CH:3]=1.[S-:11][C:12]#[N:13].[K+].BrBr. Product: [NH2:13][C:12]1[S:11][C:3]2[CH:4]=[C:5]([CH2:8][C:9]#[N:10])[CH:6]=[CH:7][C:2]=2[N:1]=1. The catalyst class is: 52. (3) Reactant: [CH2:1]([C:3]1[CH:9]=[CH:8][CH:7]=[C:6]([CH2:10][CH3:11])[C:4]=1[NH2:5])[CH3:2].[Li]N([Si](C)(C)C)[Si](C)(C)C.[Br:22][C:23]1[CH:28]=[CH:27][C:26]([NH:29][C:30]2[N:35]=[C:34]3[C:36]4[N:43]([CH3:44])[N:42]=[C:41]([C:45](OCC)=[O:46])[C:37]=4[CH2:38][CH2:39][CH2:40][C:33]3=[CH:32][N:31]=2)=[C:25]([O:50][CH3:51])[CH:24]=1. Product: [Br:22][C:23]1[CH:28]=[CH:27][C:26]([NH:29][C:30]2[N:35]=[C:34]3[C:36]4[N:43]([CH3:44])[N:42]=[C:41]([C:45]([NH:5][C:4]5[C:6]([CH2:10][CH3:11])=[CH:7][CH:8]=[CH:9][C:3]=5[CH2:1][CH3:2])=[O:46])[C:37]=4[CH2:38][CH2:39][CH2:40][C:33]3=[CH:32][N:31]=2)=[C:25]([O:50][CH3:51])[CH:24]=1. The catalyst class is: 1. (4) Reactant: [OH:1][CH2:2][C:3]1[C:8]([O:9][CH:10]2[CH2:15][CH2:14][N:13](C(OC(C)(C)C)=O)[CH2:12][CH2:11]2)=[CH:7][C:6](=[O:23])[N:5]([C:24]2[CH:29]=[CH:28][C:27]([S:30]([CH3:33])(=[O:32])=[O:31])=[CH:26][CH:25]=2)[N:4]=1.[ClH:34].O1CCOCC1.CCOCC. Product: [ClH:34].[OH:1][CH2:2][C:3]1[C:8]([O:9][CH:10]2[CH2:15][CH2:14][NH:13][CH2:12][CH2:11]2)=[CH:7][C:6](=[O:23])[N:5]([C:24]2[CH:25]=[CH:26][C:27]([S:30]([CH3:33])(=[O:32])=[O:31])=[CH:28][CH:29]=2)[N:4]=1. The catalyst class is: 2. (5) Reactant: [C:1]([O:5][C:6]([N:8]1[CH2:13][CH2:12][N:11]([S:14]([C:17]2[CH:22]=[CH:21][C:20]([N+:23]([O-])=O)=[CH:19][CH:18]=2)(=[O:16])=[O:15])[CH2:10][CH2:9]1)=[O:7])([CH3:4])([CH3:3])[CH3:2].C(O)C.[Cl-].[NH4+]. Product: [C:1]([O:5][C:6]([N:8]1[CH2:13][CH2:12][N:11]([S:14]([C:17]2[CH:18]=[CH:19][C:20]([NH2:23])=[CH:21][CH:22]=2)(=[O:16])=[O:15])[CH2:10][CH2:9]1)=[O:7])([CH3:4])([CH3:2])[CH3:3]. The catalyst class is: 150. (6) Reactant: [OH:1][CH:2]([C:6]1[O:10][N:9]=[C:8]([C:11]([O:13]CC)=[O:12])[CH:7]=1)[CH:3]([CH3:5])[CH3:4].[OH-].[Na+]. Product: [OH:1][CH:2]([C:6]1[O:10][N:9]=[C:8]([C:11]([OH:13])=[O:12])[CH:7]=1)[CH:3]([CH3:5])[CH3:4]. The catalyst class is: 8. (7) Reactant: [OH:1][C:2]([C:41]1[S:42][CH:43]=[CH:44][CH:45]=1)([C:36]1[S:37][CH:38]=[CH:39][CH:40]=1)[C:3]([O:5][C@H:6]1[CH2:11][CH2:10][C@H:9]([N:12]([CH2:14][CH2:15][CH2:16][C:17]2[C:25]3[C:20](=[CH:21][CH:22]=[CH:23][CH:24]=3)[N:19]([CH2:26][CH2:27][O:28][Si](C(C)(C)C)(C)C)[CH:18]=2)[CH3:13])[CH2:8][CH2:7]1)=[O:4].Cl.C(OCC)(=O)C. Product: [OH:1][C:2]([C:36]1[S:37][CH:38]=[CH:39][CH:40]=1)([C:41]1[S:42][CH:43]=[CH:44][CH:45]=1)[C:3]([O:5][C@H:6]1[CH2:11][CH2:10][C@H:9]([N:12]([CH2:14][CH2:15][CH2:16][C:17]2[C:25]3[C:20](=[CH:21][CH:22]=[CH:23][CH:24]=3)[N:19]([CH2:26][CH2:27][OH:28])[CH:18]=2)[CH3:13])[CH2:8][CH2:7]1)=[O:4]. The catalyst class is: 1. (8) Reactant: Br[CH2:2][CH2:3][CH2:4][CH2:5][O:6][CH2:7][CH2:8][O:9][CH2:10][CH2:11][O:12][CH2:13][CH2:14][O:15][CH2:16][CH2:17][O:18][CH2:19][C:20]1[CH:25]=[CH:24][CH:23]=[CH:22][CH:21]=1.[I-:26].[Na+]. Product: [I:26][CH2:2][CH2:3][CH2:4][CH2:5][O:6][CH2:7][CH2:8][O:9][CH2:10][CH2:11][O:12][CH2:13][CH2:14][O:15][CH2:16][CH2:17][O:18][CH2:19][C:20]1[CH:25]=[CH:24][CH:23]=[CH:22][CH:21]=1. The catalyst class is: 21.